Dataset: Full USPTO retrosynthesis dataset with 1.9M reactions from patents (1976-2016). Task: Predict the reactants needed to synthesize the given product. (1) The reactants are: Cl[C:2]1[C:7]([C:8]([NH:10][C@H:11]([C:13]2[CH:25]=[CH:24][C:16]([C:17]([O:19]C(C)(C)C)=[O:18])=[CH:15][CH:14]=2)[CH3:12])=[O:9])=[CH:6][C:5]([Cl:26])=[CH:4][N:3]=1.[Cl:27][C:28]1[CH:33]=[CH:32][C:31]([OH:34])=[C:30]([F:35])[CH:29]=1. Given the product [Cl:26][C:5]1[CH:6]=[C:7]([C:8]([NH:10][C@H:11]([C:13]2[CH:14]=[CH:15][C:16]([C:17]([OH:19])=[O:18])=[CH:24][CH:25]=2)[CH3:12])=[O:9])[C:2]([O:34][C:31]2[CH:32]=[CH:33][C:28]([Cl:27])=[CH:29][C:30]=2[F:35])=[N:3][CH:4]=1, predict the reactants needed to synthesize it. (2) The reactants are: [CH3:1][N:2]1[CH2:5][CH:4]([OH:6])[CH2:3]1.[Cl:7][C:8]1[CH:13]=[N:12][CH:11]=[C:10](Cl)[N:9]=1.[H-].[Na+]. Given the product [Cl:7][C:8]1[CH:13]=[N:12][CH:11]=[C:10]([O:6][CH:4]2[CH2:5][N:2]([CH3:1])[CH2:3]2)[N:9]=1, predict the reactants needed to synthesize it. (3) Given the product [Cl:2][C:3]1[CH:4]=[C:5]([CH:6]=[CH:7][C:8]=1[Cl:9])[CH2:10][C:11]1[NH:12][C:28]([CH2:27][O:26][C:21]2[CH:22]=[C:23]3[C:18](=[CH:19][CH:20]=2)[NH:17][C:16](=[O:15])[CH2:25][CH2:24]3)=[N:30][N:31]=1, predict the reactants needed to synthesize it. The reactants are: I.[Cl:2][C:3]1[CH:4]=[C:5]([CH2:10][C:11](SC)=[NH:12])[CH:6]=[CH:7][C:8]=1[Cl:9].[O:15]=[C:16]1[CH2:25][CH2:24][C:23]2[C:18](=[CH:19][CH:20]=[C:21]([O:26][CH2:27][C:28]([NH:30][NH2:31])=O)[CH:22]=2)[NH:17]1.O. (4) Given the product [CH2:1]([O:8][C:9]1[N:10]=[N:11][C:12]([C:35]2[CH2:46][CH2:47][CH2:48][CH:50]=2)=[CH:13][C:14]=1[O:15][CH2:16][C:17]1[CH:22]=[CH:21][CH:20]=[CH:19][CH:18]=1)[C:2]1[CH:7]=[CH:6][CH:5]=[CH:4][CH:3]=1, predict the reactants needed to synthesize it. The reactants are: [CH2:1]([O:8][C:9]1[N:10]=[N:11][C:12](Cl)=[CH:13][C:14]=1[O:15][CH2:16][C:17]1[CH:22]=[CH:21][CH:20]=[CH:19][CH:18]=1)[C:2]1[CH:7]=[CH:6][CH:5]=[CH:4][CH:3]=1.C(OC1N=N[C:35]([C:46]#[C:47][CH:48]([CH3:50])C)=CC=1OCC1C=CC=CC=1)C1C=CC=CC=1.C(=O)([O-])[O-].[K+].[K+].C1(B(O)O)CCCC=1. (5) Given the product [Cl:1][C:2]1[CH:18]=[CH:17][C:16]([Cl:19])=[CH:15][C:3]=1[O:4][CH2:5][C:6]1[CH:11]=[CH:10][N:9]=[C:8]([C:12]([NH:20][C:21]2[CH:22]=[N:23][N:24]([CH2:26][CH:27]([OH:30])[CH2:28][CH3:29])[CH:25]=2)=[O:14])[CH:7]=1, predict the reactants needed to synthesize it. The reactants are: [Cl:1][C:2]1[CH:18]=[CH:17][C:16]([Cl:19])=[CH:15][C:3]=1[O:4][CH2:5][C:6]1[CH:11]=[CH:10][N:9]=[C:8]([C:12]([OH:14])=O)[CH:7]=1.[NH2:20][C:21]1[CH:22]=[N:23][N:24]([CH2:26][CH:27]([OH:30])[CH2:28][CH3:29])[CH:25]=1. (6) Given the product [C:35]([C:34]1[C:18]([OH:17])=[N:19][C:2]([CH2:9][N:10]2[CH2:14][CH2:13][CH2:12][C:11]2=[O:15])=[C:3]([CH:33]=1)[C:4]([O:6][CH2:7][CH3:8])=[O:5])#[N:36], predict the reactants needed to synthesize it. The reactants are: O=[C:2]([CH2:9][N:10]1[CH2:14][CH2:13][CH2:12][C:11]1=[O:15])[CH2:3][C:4]([O:6][CH2:7][CH3:8])=[O:5].C[O:17][CH:18](OC)[N:19](C)C.CCN(C(C)C)C(C)C.[C:33](#N)[CH2:34][C:35]#[N:36].C(O)(=O)C. (7) Given the product [NH2:1][C:4]1[CH:12]=[C:11]2[C:7]([CH2:8][O:9][C:10]2=[O:13])=[CH:6][CH:5]=1, predict the reactants needed to synthesize it. The reactants are: [N+:1]([C:4]1[CH:12]=[C:11]2[C:7]([CH2:8][O:9][C:10]2=[O:13])=[CH:6][CH:5]=1)([O-])=O.C(OCC)(=O)C.C(O)(=O)C.C(=O)(O)[O-].[Na+]. (8) The reactants are: [CH:1]([O:4][CH2:5][CH2:6][NH:7][S:8]([NH:11][C:12](=[O:56])[O:13][CH2:14][CH2:15][CH2:16][C:17]1[CH:22]=[CH:21][C:20]([O:23][CH2:24][CH2:25][O:26][Si](C(C)(C)C)(C2C=CC=CC=2)C2C=CC=CC=2)=[CH:19][C:18]=1[O:44][C:45]1[C:50]([Cl:51])=[CH:49][C:48]([C:52]([F:55])([F:54])[F:53])=[CH:47][N:46]=1)(=[O:10])=[O:9])([CH3:3])[CH3:2].[F-].C([N+](CCCC)(CCCC)CCCC)CCC.O. Given the product [CH:1]([O:4][CH2:5][CH2:6][NH:7][S:8]([NH:11][C:12](=[O:56])[O:13][CH2:14][CH2:15][CH2:16][C:17]1[CH:22]=[CH:21][C:20]([O:23][CH2:24][CH2:25][OH:26])=[CH:19][C:18]=1[O:44][C:45]1[C:50]([Cl:51])=[CH:49][C:48]([C:52]([F:53])([F:55])[F:54])=[CH:47][N:46]=1)(=[O:10])=[O:9])([CH3:3])[CH3:2], predict the reactants needed to synthesize it.